From a dataset of Reaction yield outcomes from USPTO patents with 853,638 reactions. Predict the reaction yield, written as a fraction of the theoretical maximum amount of product (1.0 means a 100% yield; for example, 0.34 means a 34% yield). (1) The product is [CH3:1][C:2]1[C:7]([C:8]([F:11])([F:10])[F:9])=[CH:6][CH:5]=[CH:4][C:3]=1[CH2:12][N:13]1[C:17]2[CH:18]=[C:19]([N:25]3[CH2:30][CH2:29][O:43][CH2:27][CH2:26]3)[CH:20]=[C:21]([C:22]3[N:24]=[CH:35][NH:45][N:44]=3)[C:16]=2[N:15]=[C:14]1[C:31]([F:34])([F:33])[F:32]. The yield is 0.587. No catalyst specified. The reactants are [CH3:1][C:2]1[C:7]([C:8]([F:11])([F:10])[F:9])=[CH:6][CH:5]=[CH:4][C:3]=1[CH2:12][N:13]1[C:17]2[CH:18]=[C:19]([N:25]3[CH2:30][CH2:29]O[CH2:27][CH2:26]3)[CH:20]=[C:21]([C:22]([NH2:24])=O)[C:16]=2[N:15]=[C:14]1[C:31]([F:34])([F:33])[F:32].[CH3:35]OC(OC)N(C)C.[OH2:43].[NH2:44][NH2:45]. (2) The reactants are [Cl:1][C:2]1[C:7]([CH:8]=[O:9])=[C:6]([Cl:10])[N:5]=[CH:4][N:3]=1.[CH2:11]([Mg]Br)[CH3:12].C1COCC1.[Cl-].[NH4+]. The catalyst is C1(C)C=CC=CC=1. The product is [Cl:1][C:2]1[C:7]([CH:8]([OH:9])[CH2:11][CH3:12])=[C:6]([Cl:10])[N:5]=[CH:4][N:3]=1. The yield is 0.793. (3) The reactants are [CH:1]1([C:7]2[C:15]3[C:14](=[O:16])[NH:13][C:12]([C:17]4[CH:22]=[CH:21][C:20]([OH:23])=[CH:19][C:18]=4[O:24][CH3:25])=[N:11][C:10]=3[N:9]([CH3:26])[N:8]=2)[CH2:6][CH2:5][CH2:4][CH2:3][CH2:2]1.C(=O)([O-])[O-].[K+].[K+].Br[CH2:34][CH2:35][OH:36]. The catalyst is CN(C)C=O. The product is [CH:1]1([C:7]2[C:15]3[C:14](=[O:16])[NH:13][C:12]([C:17]4[CH:22]=[CH:21][C:20]([O:23][CH2:34][CH2:35][OH:36])=[CH:19][C:18]=4[O:24][CH3:25])=[N:11][C:10]=3[N:9]([CH3:26])[N:8]=2)[CH2:2][CH2:3][CH2:4][CH2:5][CH2:6]1. The yield is 0.360. (4) The reactants are [CH:1]([CH:4]([C@H:14]1[CH2:17][C@H:16](CS([O-])(=O)=O)[CH2:15]1)[C:5]([CH:11]([CH3:13])[CH3:12])([CH:8]([CH3:10])[CH3:9])[O:6][SiH3:7])([CH3:3])[CH3:2].[N:23]1[C:31]([NH2:32])=[C:30]2[C:26]([N:27]=[CH:28][NH:29]2)=[N:25][CH:24]=1.C([O-])([O-])=O.[Cs+].[Cs+]. The catalyst is CN(C=O)C. The product is [CH:1]([CH:4]([C@@H:14]1[CH2:15][C@H:16]([N:27]2[CH:28]=[N:29][C:30]3[C:26]2=[N:25][CH:24]=[N:23][C:31]=3[NH2:32])[CH2:17]1)[C:5]([CH:8]([CH3:9])[CH3:10])([CH:11]([CH3:12])[CH3:13])[O:6][SiH3:7])([CH3:3])[CH3:2]. The yield is 0.470. (5) The reactants are Cl[C:2]1([C:12]2[CH:17]=[CH:16][C:15]([Cl:18])=[CH:14][CH:13]=2)[C:10]2[C:5](=[CH:6][CH:7]=[CH:8][CH:9]=2)[C:4](=[O:11])[O:3]1.Cl.[N+:20]([C:23]1[CH:30]=[CH:29][C:26]([CH2:27][NH2:28])=[CH:25][CH:24]=1)([O-:22])=[O:21].C(N(CC)CC)C. No catalyst specified. The product is [Cl:18][C:15]1[CH:16]=[CH:17][C:12]([C:2]2([OH:3])[C:10]3[C:5](=[CH:6][CH:7]=[CH:8][CH:9]=3)[C:4](=[O:11])[N:28]2[CH2:27][C:26]2[CH:25]=[CH:24][C:23]([N+:20]([O-:22])=[O:21])=[CH:30][CH:29]=2)=[CH:13][CH:14]=1. The yield is 0.650.